This data is from Peptide-MHC class II binding affinity with 134,281 pairs from IEDB. The task is: Regression. Given a peptide amino acid sequence and an MHC pseudo amino acid sequence, predict their binding affinity value. This is MHC class II binding data. The peptide sequence is NALSVLDKIYTSPLC. The MHC is HLA-DPA10301-DPB10402 with pseudo-sequence HLA-DPA10301-DPB10402. The binding affinity (normalized) is 0.681.